Dataset: Full USPTO retrosynthesis dataset with 1.9M reactions from patents (1976-2016). Task: Predict the reactants needed to synthesize the given product. (1) Given the product [F:25][C:19]([F:26])([C:5]1[CH:4]=[CH:3][C:2]([F:1])=[CH:7][C:6]=1[O:12][C:13]([F:16])([F:15])[F:14])[C:20]([O:22][CH2:23][CH3:24])=[O:21], predict the reactants needed to synthesize it. The reactants are: [F:1][C:2]1[C:7]([Si](C)(C)C)=[C:6]([O:12][C:13]([F:16])([F:15])[F:14])[C:5](I)=[CH:4][CH:3]=1.Br[C:19]([F:26])([F:25])[C:20]([O:22][CH2:23][CH3:24])=[O:21]. (2) Given the product [F:16][C:2]([F:1])([F:15])[C:3]1[CH:4]=[CH:5][C:6]([CH:9]2[NH:10][CH2:11][CH2:12][N:13]([C:18]3[C:27]4[C:22](=[CH:23][C:24]([O:30][CH3:31])=[C:25]([O:28][CH3:29])[CH:26]=4)[N:21]=[CH:20][N:19]=3)[CH2:14]2)=[CH:7][CH:8]=1, predict the reactants needed to synthesize it. The reactants are: [F:1][C:2]([F:16])([F:15])[C:3]1[CH:8]=[CH:7][C:6]([CH:9]2[CH2:14][NH:13][CH2:12][CH2:11][NH:10]2)=[CH:5][CH:4]=1.Cl[C:18]1[C:27]2[C:22](=[CH:23][C:24]([O:30][CH3:31])=[C:25]([O:28][CH3:29])[CH:26]=2)[N:21]=[CH:20][N:19]=1. (3) Given the product [C:1]1([C:7]2[CH:11]=[C:10]([C:12]3[CH:13]=[CH:14][CH:15]=[CH:16][CH:17]=3)[N:9]([CH2:18][C:19]3[CH:20]=[CH:21][C:22]([CH2:23][NH:24][C:25]4[CH:26]=[CH:27][C:28]([CH2:31][CH2:32][C:33]([OH:35])=[O:34])=[CH:29][CH:30]=4)=[CH:37][CH:38]=3)[N:8]=2)[CH:2]=[CH:3][CH:4]=[CH:5][CH:6]=1, predict the reactants needed to synthesize it. The reactants are: [C:1]1([C:7]2[CH:11]=[C:10]([C:12]3[CH:17]=[CH:16][CH:15]=[CH:14][CH:13]=3)[N:9]([CH2:18][C:19]3[CH:38]=[CH:37][C:22]([CH2:23][NH:24][C:25]4[CH:30]=[CH:29][C:28]([CH2:31][CH2:32][C:33]([O:35]C)=[O:34])=[CH:27][CH:26]=4)=[CH:21][CH:20]=3)[N:8]=2)[CH:6]=[CH:5][CH:4]=[CH:3][CH:2]=1.[OH-].[Na+].O.C(O)(=O)CC(CC(O)=O)(C(O)=O)O.